From a dataset of Blood-brain barrier permeability classification from the B3DB database. Regression/Classification. Given a drug SMILES string, predict its absorption, distribution, metabolism, or excretion properties. Task type varies by dataset: regression for continuous measurements (e.g., permeability, clearance, half-life) or binary classification for categorical outcomes (e.g., BBB penetration, CYP inhibition). Dataset: b3db_classification. (1) The compound is CCC(=O)O[C@]1(C(=O)SC)[C@H](C)C[C@H]2[C@@H]3C[C@H](F)C4=CC(=O)C=C[C@]4(C)[C@@]3(F)[C@@H](O)C[C@@]21C. The result is 1 (penetrates BBB). (2) The drug is CO/N=C(/C(=O)NC1C(=O)N2C(C(=O)O)=C(/C=C/c3scnc3C)CSC12)c1csc(N)n1. The result is 0 (does not penetrate BBB). (3) The result is 1 (penetrates BBB). The drug is O=[N+]([O-])c1c(Cc2ccccc2)c[nH]c1NCCSCc1ccccn1. (4) The drug is CO/N=C(\C(=O)N[C@@H]1C(=O)N2C(C(=O)O)=CCS[C@H]12)c1csc(N)n1. The result is 0 (does not penetrate BBB). (5) The molecule is CC(=O)[C@H]1CC[C@H]2[C@@H]3CCC4=CC(=O)CC[C@]4(C)[C@H]3CC[C@]12C. The result is 1 (penetrates BBB). (6) The molecule is CN(C)CCCN1c2ccccc2Cc2ccccc21. The result is 1 (penetrates BBB). (7) The molecule is CCO. The result is 1 (penetrates BBB). (8) The molecule is C[C@@H](CN(C)C)O[C@@](C)(c1ccccc1)c1ccc(Cl)cc1. The result is 0 (does not penetrate BBB). (9) The molecule is CN1C(CCl)Nc2cc(Cl)c(S(N)(=O)=O)cc2S1(=O)=O. The result is 0 (does not penetrate BBB). (10) The drug is Cc1ccccc1OC[C@@H](CO[C@H](O)C(Cl)(Cl)Cl)O[C@H](O)C(Cl)(Cl)Cl. The result is 1 (penetrates BBB).